Dataset: Catalyst prediction with 721,799 reactions and 888 catalyst types from USPTO. Task: Predict which catalyst facilitates the given reaction. (1) The catalyst class is: 5. Reactant: C(OC(=O)[NH:7][C:8]1[CH:13]=[CH:12][CH:11]=[C:10]([C:14]2[CH:19]=[CH:18][C:17]([C:20](=[O:22])[NH2:21])=[C:16]([O:23][C:24]3[CH:29]=[CH:28][C:27]([O:30][C:31]4[CH:36]=[CH:35][CH:34]=[CH:33][CH:32]=4)=[CH:26][CH:25]=3)[N:15]=2)[CH:9]=1)(C)(C)C.Cl.O1CCOCC1. Product: [NH2:7][C:8]1[CH:9]=[C:10]([C:14]2[CH:19]=[CH:18][C:17]([C:20]([NH2:21])=[O:22])=[C:16]([O:23][C:24]3[CH:29]=[CH:28][C:27]([O:30][C:31]4[CH:36]=[CH:35][CH:34]=[CH:33][CH:32]=4)=[CH:26][CH:25]=3)[N:15]=2)[CH:11]=[CH:12][CH:13]=1. (2) Reactant: C([O:5][C:6]([C:8]1[CH:30]=[CH:29][C:11]([O:12][C:13]2[CH:22]=[C:21]3[C:16]([CH:17]([C:23]([O:25][CH2:26][CH3:27])=[O:24])[CH2:18][CH2:19][O:20]3)=[CH:15][C:14]=2[Cl:28])=[CH:10][CH:9]=1)=[O:7])(C)(C)C.C(OCC)(=O)C. Product: [Cl:28][C:14]1[CH:15]=[C:16]2[C:21](=[CH:22][C:13]=1[O:12][C:11]1[CH:29]=[CH:30][C:8]([C:6]([OH:7])=[O:5])=[CH:9][CH:10]=1)[O:20][CH2:19][CH2:18][CH:17]2[C:23]([O:25][CH2:26][CH3:27])=[O:24]. The catalyst class is: 33. (3) Reactant: [OH:1][C@H:2]1[C@H:10]([CH3:11])[O:9][C:8](=[O:12])[C@@H:7]([N:13]([CH2:21][O:22][CH3:23])[C:14](=[O:20])[O:15][C:16]([CH3:19])([CH3:18])[CH3:17])[CH2:6][CH2:5][CH2:4][C@@H:3]1[CH2:24][C:25]1[CH:30]=[CH:29][C:28]([O:31][CH3:32])=[CH:27][CH:26]=1.CCN(CC)CC.[CH:40]1([C:45](Cl)=[O:46])[CH2:44][CH2:43][CH2:42][CH2:41]1. Product: [CH:40]1([C:45]([O:1][C@@H:2]2[C@@H:3]([CH2:24][C:25]3[CH:30]=[CH:29][C:28]([O:31][CH3:32])=[CH:27][CH:26]=3)[CH2:4][CH2:5][CH2:6][C@H:7]([N:13]([C:14]([O:15][C:16]([CH3:19])([CH3:17])[CH3:18])=[O:20])[CH2:21][O:22][CH3:23])[C:8](=[O:12])[O:9][C@H:10]2[CH3:11])=[O:46])[CH2:44][CH2:43][CH2:42][CH2:41]1. The catalyst class is: 79. (4) Reactant: [CH3:1][C:2]([CH3:23])([CH3:22])[C@@H:3]([N:5]1[CH2:10][CH2:9][C@@:8]([C:14]2[CH:19]=[CH:18][C:17]([F:20])=[CH:16][CH:15]=2)([CH2:11][CH2:12][OH:13])[O:7][C:6]1=[O:21])[CH3:4].C(N(CC)CC)C.[CH3:31][S:32](Cl)(=[O:34])=[O:33]. Product: [CH3:31][S:32]([O:13][CH2:12][CH2:11][C@@:8]1([C:14]2[CH:19]=[CH:18][C:17]([F:20])=[CH:16][CH:15]=2)[O:7][C:6](=[O:21])[N:5]([C@H:3]([C:2]([CH3:22])([CH3:1])[CH3:23])[CH3:4])[CH2:10][CH2:9]1)(=[O:34])=[O:33]. The catalyst class is: 2. (5) Reactant: [Cl:1][C:2]1[CH:22]=[C:21]([OH:23])[CH:20]=[CH:19][C:3]=1[CH2:4][CH:5]1[CH2:9][CH2:8][N:7]([CH:10]2[CH2:15][CH2:14][C:13]([OH:17])([CH3:16])[CH2:12][CH2:11]2)[C:6]1=[O:18].[F:24][C:25]([F:31])([F:30])[S:26](O)(=[O:28])=[O:27]. Product: [F:24][C:25]([F:31])([F:30])[S:26]([O:23][C:21]1[CH:20]=[CH:19][C:3]([CH2:4][CH:5]2[CH2:9][CH2:8][N:7]([CH:10]3[CH2:11][CH2:12][C:13]([OH:17])([CH3:16])[CH2:14][CH2:15]3)[C:6]2=[O:18])=[C:2]([Cl:1])[CH:22]=1)(=[O:28])=[O:27]. The catalyst class is: 17. (6) Reactant: FC(F)(F)C(O)=O.FC(F)(F)C(O)=O.FC(F)(F)C(O)=O.[F:22][C:23]1[CH:40]=[CH:39][C:26]2[N:27]=[C:28]([S:30][CH2:31][CH2:32][N:33]3[CH2:38][CH2:37][NH:36][CH2:35][CH2:34]3)[NH:29][C:25]=2[CH:24]=1.Br[CH2:42][C:43]([NH:45][C:46]1[C:47]([O:59][CH2:60][C:61]([F:64])([F:63])[F:62])=[N:48][C:49]([CH3:58])=[CH:50][C:51]=1[O:52][CH2:53][C:54]([F:57])([F:56])[F:55])=[O:44].C(=O)([O-])[O-].[K+].[K+].O. Product: [F:22][C:23]1[CH:40]=[CH:39][C:26]2[N:27]=[C:28]([S:30][CH2:31][CH2:32][N:33]3[CH2:38][CH2:37][N:36]([CH2:42][C:43]([NH:45][C:46]4[C:47]([O:59][CH2:60][C:61]([F:64])([F:62])[F:63])=[N:48][C:49]([CH3:58])=[CH:50][C:51]=4[O:52][CH2:53][C:54]([F:56])([F:57])[F:55])=[O:44])[CH2:35][CH2:34]3)[NH:29][C:25]=2[CH:24]=1. The catalyst class is: 10. (7) Reactant: Cl.[F:2][C:3]1[CH:30]=[CH:29][C:6]([CH2:7][NH:8][C:9]([C:11]2[CH:16]=[C:15]([C:17]3[CH2:21][CH:20]([CH:22]4[CH2:27][CH2:26][NH:25][CH2:24][CH2:23]4)[O:19][N:18]=3)[N:14]=[C:13]([CH3:28])[N:12]=2)=[O:10])=[CH:5][C:4]=1[O:31][CH3:32].CCN(C(C)C)C(C)C.[CH3:42][NH:43][C:44](O[N:43]1[C:42](=O)CC[C:44]1=[O:45])=[O:45]. Product: [F:2][C:3]1[CH:30]=[CH:29][C:6]([CH2:7][NH:8][C:9]([C:11]2[CH:16]=[C:15]([C:17]3[CH2:21][CH:20]([CH:22]4[CH2:23][CH2:24][N:25]([C:44](=[O:45])[NH:43][CH3:42])[CH2:26][CH2:27]4)[O:19][N:18]=3)[N:14]=[C:13]([CH3:28])[N:12]=2)=[O:10])=[CH:5][C:4]=1[O:31][CH3:32]. The catalyst class is: 34.